Dataset: Forward reaction prediction with 1.9M reactions from USPTO patents (1976-2016). Task: Predict the product of the given reaction. Given the reactants Cl[C:2]1[CH:3]=[CH:4][C:5]([I:11])=[C:6]([CH:10]=1)[C:7](O)=[O:8].CCN(CC)CC.[Cl:19]C(OCC)=O.[BH4-].[Na+], predict the reaction product. The product is: [Cl:19][C:3]1[CH:2]=[CH:10][C:6]([CH2:7][OH:8])=[C:5]([I:11])[CH:4]=1.